Task: Predict the reaction yield, written as a fraction of the theoretical maximum amount of product (1.0 means a 100% yield; for example, 0.34 means a 34% yield).. Dataset: Reaction yield outcomes from USPTO patents with 853,638 reactions (1) The reactants are [CH3:1][C:2]1[C:7]([CH3:8])=[CH:6][CH:5]=[CH:4][C:3]=1[OH:9].Br[CH2:11][CH2:12][CH2:13][C:14]([O:16][CH2:17][CH3:18])=[O:15].C(=O)([O-])[O-].[K+].[K+]. The catalyst is [I-].C([N+](CCCC)(CCCC)CCCC)CCC.C1COCC1. The product is [CH3:1][C:2]1[C:7]([CH3:8])=[CH:6][CH:5]=[CH:4][C:3]=1[O:9][CH2:11][CH2:12][CH2:13][C:14]([O:16][CH2:17][CH3:18])=[O:15]. The yield is 0.900. (2) The reactants are COC(C1C=C(O)C2C(=C(OCC3C=CC=CC=3)C=C(C#CCOCC3C=CC=CC=3)C=2)N=1)=O.[CH3:35][O:36][C:37]([C:39]1[CH:48]=[C:47]([O:49]CC2C=CC=CC=2)[C:46]2[C:41](=[C:42]([C:57]#[C:58][C:59]3[CH:64]=[CH:63][CH:62]=[CH:61][CH:60]=3)[CH:43]=[CH:44][CH:45]=2)[N:40]=1)=[O:38]. No catalyst specified. The product is [CH3:35][O:36][C:37]([C:39]1[CH:48]=[C:47]([OH:49])[C:46]2[C:41](=[C:42]([CH2:57][CH2:58][C:59]3[CH:64]=[CH:63][CH:62]=[CH:61][CH:60]=3)[CH:43]=[CH:44][CH:45]=2)[N:40]=1)=[O:38]. The yield is 0.720. (3) The reactants are [NH2:1][CH2:2][C:3]1([OH:16])[CH2:8][CH2:7][N:6]([C:9]([O:11][C:12]([CH3:15])([CH3:14])[CH3:13])=[O:10])[CH2:5][CH2:4]1.[Br:17][C:18]([F:25])([F:24])[C:19](OCC)=[O:20]. The catalyst is CN(C)C=O.C(OCC)(=O)C.O.[Cl-].[Na+].O. The product is [Br:17][C:18]([F:25])([F:24])[C:19]([NH:1][CH2:2][C:3]1([OH:16])[CH2:4][CH2:5][N:6]([C:9]([O:11][C:12]([CH3:13])([CH3:15])[CH3:14])=[O:10])[CH2:7][CH2:8]1)=[O:20]. The yield is 0.990. (4) The reactants are [O:1]1[CH2:7][CH:2]1[C:3]([O:5][CH3:6])=[O:4].[C:8](=[O:10])=[O:9]. The catalyst is [Br-].C([N+](CCCC)(CCCC)CCCC)CCC.COC(C)(C)C. The product is [CH3:6][O:5][C:3]([CH:2]1[CH2:7][O:1][C:8](=[O:9])[O:10]1)=[O:4]. The yield is 0.940. (5) The reactants are [CH2:1]1[O:9][C:8]2[CH:7]=[CH:6][C:5]([CH:10]3[C:18]4[C:13](=[CH:14][C:15]([O:19][CH2:20][CH2:21][CH3:22])=[CH:16][CH:17]=4)[CH2:12][CH2:11]3)=[CH:4][C:3]=2[O:2]1.Cl.[CH3:24][OH:25]. No catalyst specified. The product is [OH:25][C:24]1[CH:4]=[C:3]([O:2][CH3:1])[CH:8]=[CH:7][C:6]=1[CH:12]1[C:13]2[C:18](=[CH:17][CH:16]=[C:15]([O:19][CH2:20][CH2:21][CH3:22])[CH:14]=2)[CH:10]([C:5]2[CH:6]=[CH:7][C:8]3[O:9][CH2:1][O:2][C:3]=3[CH:4]=2)[CH2:11]1. The yield is 0.940.